Dataset: Peptide-MHC class I binding affinity with 185,985 pairs from IEDB/IMGT. Task: Regression. Given a peptide amino acid sequence and an MHC pseudo amino acid sequence, predict their binding affinity value. This is MHC class I binding data. (1) The peptide sequence is EIFSMMVSSF. The MHC is HLA-A30:01 with pseudo-sequence HLA-A30:01. The binding affinity (normalized) is 0.367. (2) The peptide sequence is LVTARQKLK. The MHC is HLA-B18:01 with pseudo-sequence HLA-B18:01. The binding affinity (normalized) is 0.0847. (3) The peptide sequence is SNFTSTTVK. The MHC is HLA-B53:01 with pseudo-sequence HLA-B53:01. The binding affinity (normalized) is 0.199. (4) The peptide sequence is SMELPSFGV. The MHC is HLA-B08:02 with pseudo-sequence HLA-B08:02. The binding affinity (normalized) is 0.0847. (5) The peptide sequence is GTGSGVSSK. The MHC is HLA-A03:01 with pseudo-sequence HLA-A03:01. The binding affinity (normalized) is 0.553. (6) The peptide sequence is WMQELRAGA. The MHC is HLA-A31:01 with pseudo-sequence HLA-A31:01. The binding affinity (normalized) is 0.0847. (7) The peptide sequence is KSINKVYGR. The MHC is HLA-A31:01 with pseudo-sequence HLA-A31:01. The binding affinity (normalized) is 0.997. (8) The peptide sequence is KSRQGDTKV. The MHC is HLA-B18:01 with pseudo-sequence HLA-B18:01. The binding affinity (normalized) is 0.0847. (9) The peptide sequence is EDGYSQSPGGL. The MHC is Mamu-B52 with pseudo-sequence Mamu-B52. The binding affinity (normalized) is 0.156. (10) The peptide sequence is ILIYNGWYA. The MHC is HLA-B40:02 with pseudo-sequence HLA-B40:02. The binding affinity (normalized) is 0.